The task is: Predict the reactants needed to synthesize the given product.. This data is from Full USPTO retrosynthesis dataset with 1.9M reactions from patents (1976-2016). (1) Given the product [CH2:19]([O:18][C:16](=[O:17])[CH:15]([O:1][C:2]1[CH:11]=[CH:10][C:5]2[CH2:6][O:7][B:8]([OH:9])[C:4]=2[CH:3]=1)[C:21]1[CH:26]=[CH:25][CH:24]=[CH:23][CH:22]=1)[CH3:20], predict the reactants needed to synthesize it. The reactants are: [OH:1][C:2]1[CH:11]=[CH:10][C:5]2[CH2:6][O:7][B:8]([OH:9])[C:4]=2[CH:3]=1.[H-].[Na+].Br[CH:15]([C:21]1[CH:26]=[CH:25][CH:24]=[CH:23][CH:22]=1)[C:16]([O:18][CH2:19][CH3:20])=[O:17].Cl. (2) Given the product [CH:12]1([NH:11][C@H:8]2[CH2:9][CH2:10][C@H:5]([CH2:4][O:3][CH3:2])[CH2:6][CH2:7]2)[CH2:17][CH2:16][CH2:15][CH2:14][CH2:13]1, predict the reactants needed to synthesize it. The reactants are: Cl.[CH3:2][O:3][CH2:4][C@H:5]1[CH2:10][CH2:9][C@H:8]([NH2:11])[CH2:7][CH2:6]1.[C:12]1(=O)[CH2:17][CH2:16][CH2:15][CH2:14][CH2:13]1.CO.C([BH3-])#N.[Na+]. (3) Given the product [Na:1].[CH3:31][C:32]1([CH3:41])[CH2:37][O:36][CH:35]([CH2:38][CH2:39][O:10][C:11]2[CH:16]=[CH:15][N:14]=[C:13]([CH2:17][S:18]([C:20]3[NH:24][C:23]4[CH:25]=[CH:26][CH:27]=[CH:28][C:22]=4[N:21]=3)=[O:19])[C:12]=2[CH3:29])[O:34][CH2:33]1, predict the reactants needed to synthesize it. The reactants are: [Na:1].CC1(C)COC(C[O:10][C:11]2[CH:16]=[CH:15][N:14]=[C:13]([CH2:17][S:18]([C:20]3[NH:24][C:23]4[CH:25]=[CH:26][CH:27]=[CH:28][C:22]=4[N:21]=3)=[O:19])[C:12]=2[CH3:29])OC1.[CH3:31][C:32]1([CH3:41])[CH2:37][O:36][CH:35]([CH2:38][CH2:39]O)[O:34][CH2:33]1. (4) Given the product [S:27]1[C:23]2[CH:22]=[C:21]([NH:20][C:2]3[N:7]=[CH:6][C:5]([C:8]4[CH:13]=[CH:12][CH:11]=[C:10]([O:14][CH3:15])[N:9]=4)=[C:4]([NH:16][CH:17]([CH3:19])[CH3:18])[CH:3]=3)[CH:29]=[CH:28][C:24]=2[N:25]=[CH:26]1, predict the reactants needed to synthesize it. The reactants are: Cl[C:2]1[N:7]=[CH:6][C:5]([C:8]2[CH:13]=[CH:12][CH:11]=[C:10]([O:14][CH3:15])[N:9]=2)=[C:4]([NH:16][CH:17]([CH3:19])[CH3:18])[CH:3]=1.[NH2:20][C:21]1[CH:29]=[CH:28][C:24]2[N:25]=[CH:26][S:27][C:23]=2[CH:22]=1.C1C=CC(P(C2C(C3C(P(C4C=CC=CC=4)C4C=CC=CC=4)=CC=C4C=3C=CC=C4)=C3C(C=CC=C3)=CC=2)C2C=CC=CC=2)=CC=1.CC(C)([O-])C.[Na+].C(O)(C(F)(F)F)=O. (5) Given the product [C:30](/[C:32](=[C:9]1/[CH:8]=[C:7]([NH:6][CH2:5][CH2:4][CH2:3][O:2][CH3:1])[CH2:12][CH2:11][CH2:10]/1)/[C:33]([NH:35][CH2:36][CH2:37][CH2:38][O:39][CH3:40])=[O:34])#[N:31], predict the reactants needed to synthesize it. The reactants are: [CH3:1][O:2][CH2:3][CH2:4][CH2:5][NH:6][C:7]1[CH2:12][CH2:11][CH2:10][C:9](=O)[CH:8]=1.S(OC)(OC)(=O)=O.S(OCC)(OCC)(=O)=O.[C:30]([CH2:32][C:33]([NH:35][CH2:36][CH2:37][CH2:38][O:39][CH3:40])=[O:34])#[N:31]. (6) Given the product [CH2:1]([N:3]([CH2:26][CH3:27])[C:4]([N:6]1[CH2:11][CH2:10][C:9]2[NH:12][N:13]=[C:14]([C:15]3[NH:19][C:18]4[CH:20]=[C:21]([CH3:25])[C:22]([Cl:28])=[CH:23][C:17]=4[N:16]=3)[C:8]=2[CH2:7]1)=[O:5])[CH3:2], predict the reactants needed to synthesize it. The reactants are: [CH2:1]([N:3]([CH2:26][CH3:27])[C:4]([N:6]1[CH2:11][CH2:10][C:9]2[NH:12][N:13]=[C:14]([C:15]3[NH:19][C:18]4[CH:20]=[C:21]([CH3:25])[C:22](C)=[CH:23][C:17]=4[N:16]=3)[C:8]=2[CH2:7]1)=[O:5])[CH3:2].[Cl:28]C1C(C)=CC2NC(C3C4CNCCC=4NN=3)=NC=2C=1.C(N(CC)C(Cl)=O)C.